Predict the reactants needed to synthesize the given product. From a dataset of Full USPTO retrosynthesis dataset with 1.9M reactions from patents (1976-2016). (1) Given the product [CH:27]1([N:15]([C:16]2[CH:21]=[CH:20][C:19]([F:22])=[C:18]([C:23]([F:25])([F:24])[F:26])[CH:17]=2)[C:13](=[O:14])[N:12]([CH3:34])[C:10]2[S:11][C:7]([S:6][CH2:5][C:4]([OH:3])=[O:33])=[CH:8][N:9]=2)[CH2:28][CH2:32][CH2:31][CH2:30]1, predict the reactants needed to synthesize it. The reactants are: C([O:3][C:4](=[O:33])[CH2:5][S:6][C:7]1[S:11][C:10]([NH:12][C:13]([N:15]([CH2:27][CH:28]2[CH2:32][CH2:31][CH2:30]C2)[C:16]2[CH:21]=[CH:20][C:19]([F:22])=[C:18]([C:23]([F:26])([F:25])[F:24])[CH:17]=2)=[O:14])=[N:9][CH:8]=1)C.[CH:34]1(CN(C2C=CC(S(C)(=O)=O)=CC=2)C(=O)NC2SC=C(CC(O)=O)N=2)CCCC1.C1(CNC2C=CC(F)=C(C(F)(F)F)C=2)CCCC1.C(OC(=O)CSC1SC(N)=NC=1)C. (2) Given the product [CH:20]([O:1][C:2]1[CH:13]=[CH:12][C:11]([N+:14]([O-:16])=[O:15])=[CH:10][C:3]=1[C:4]([O:6][CH:7]([CH3:9])[CH3:8])=[O:5])([C:21]1[CH:26]=[CH:25][CH:24]=[CH:23][CH:22]=1)[C:27]1[CH:32]=[CH:31][CH:30]=[CH:29][CH:28]=1, predict the reactants needed to synthesize it. The reactants are: [OH:1][C:2]1[CH:13]=[CH:12][C:11]([N+:14]([O-:16])=[O:15])=[CH:10][C:3]=1[C:4]([O:6][CH:7]([CH3:9])[CH3:8])=[O:5].[H-].[Na+].Br[CH:20]([C:27]1[CH:32]=[CH:31][CH:30]=[CH:29][CH:28]=1)[C:21]1[CH:26]=[CH:25][CH:24]=[CH:23][CH:22]=1. (3) Given the product [F:30][C:31]([F:44])([F:43])[S:32]([O:14][C:12]1[N:11]=[CH:10][CH:9]=[C:8]2[C:13]=1[N:4]([C:1](=[O:3])[CH3:2])[CH:5]([CH:27]1[CH2:28][CH2:29]1)[CH:6]([CH3:26])[CH:7]2[NH:15][C:16]([O:17][CH2:18][C:19]1[CH:20]=[CH:21][CH:22]=[CH:23][CH:24]=1)=[O:25])(=[O:34])=[O:33], predict the reactants needed to synthesize it. The reactants are: [C:1]([N:4]1[C:13]2[C:12](=[O:14])[NH:11][CH:10]=[CH:9][C:8]=2[C@H:7]([NH:15][C:16](=[O:25])[O:17][CH2:18][C:19]2[CH:24]=[CH:23][CH:22]=[CH:21][CH:20]=2)[C@@H:6]([CH3:26])[C@@H:5]1[CH:27]1[CH2:29][CH2:28]1)(=[O:3])[CH3:2].[F:30][C:31]([F:44])([F:43])[S:32](O[S:32]([C:31]([F:44])([F:43])[F:30])(=[O:34])=[O:33])(=[O:34])=[O:33].O. (4) Given the product [NH2:1][C:2]1[CH:23]=[CH:22][C:5]([O:6][C:7]2[C:8]([Br:21])=[CH:9][C:10]([CH2:14][CH:15]([F:20])[C:16]([O:18][CH3:19])=[O:17])=[CH:11][C:12]=2[Br:13])=[CH:4][C:3]=1[NH2:24], predict the reactants needed to synthesize it. The reactants are: [NH2:1][C:2]1[CH:23]=[CH:22][C:5]([O:6][C:7]2[C:12]([Br:13])=[CH:11][C:10]([CH2:14][CH:15]([F:20])[C:16]([O:18][CH3:19])=[O:17])=[CH:9][C:8]=2[Br:21])=[CH:4][C:3]=1[N+:24]([O-])=O. (5) Given the product [CH2:1]([O:8][C:9]([N:11]1[CH2:15][CH2:14][CH2:13][CH:12]1[C:16]1[S:20][N:19]=[C:18]([N:21]2[CH:24]=[CH:22][N:27]=[CH:41]2)[N:17]=1)=[O:10])[C:2]1[CH:3]=[CH:4][CH:5]=[CH:6][CH:7]=1, predict the reactants needed to synthesize it. The reactants are: [CH2:1]([O:8][C:9]([N:11]1[CH2:15][CH2:14][CH2:13][CH:12]1[C:16]1[S:20][N:19]=[C:18]([NH2:21])[N:17]=1)=[O:10])[C:2]1[CH:7]=[CH:6][CH:5]=[CH:4][CH:3]=1.[CH:22]([CH:24]=O)=O.[Cl-].[NH4+:27].P([O-])([O-])([O-])=O.[Ca+2].P([O-])([O-])([O-])=O.[Ca+2].[Ca+2].[CH2:41]=O.